Dataset: Catalyst prediction with 721,799 reactions and 888 catalyst types from USPTO. Task: Predict which catalyst facilitates the given reaction. The catalyst class is: 411. Reactant: [Si:1]([O:8][CH:9]([CH2:22]O)[CH2:10][NH:11][C:12](=[O:21])[O:13][CH2:14][C:15]1[CH:20]=[CH:19][CH:18]=[CH:17][CH:16]=1)([C:4]([CH3:7])([CH3:6])[CH3:5])([CH3:3])[CH3:2].N1C=CC=CC=1.CC(OI1(OC(C)=O)(OC(C)=O)OC(=O)C2C=CC=CC1=2)=O.[CH2:52]([N:59]1[CH:63]=[C:62]([C:64]2[CH:69]=[C:68]([F:70])[CH:67]=[CH:66][C:65]=2[F:71])[N:61]=[C:60]1[C@H:72]([NH2:77])[C:73]([CH3:76])([CH3:75])[CH3:74])[C:53]1[CH:58]=[CH:57][CH:56]=[CH:55][CH:54]=1.C(O[BH-](OC(=O)C)OC(=O)C)(=O)C.[Na+]. Product: [CH2:52]([N:59]1[CH:63]=[C:62]([C:64]2[CH:69]=[C:68]([F:70])[CH:67]=[CH:66][C:65]=2[F:71])[N:61]=[C:60]1[C@H:72]([NH:77][CH2:22][C@H:9]([O:8][Si:1]([C:4]([CH3:5])([CH3:6])[CH3:7])([CH3:2])[CH3:3])[CH2:10][NH:11][C:12](=[O:21])[O:13][CH2:14][C:15]1[CH:16]=[CH:17][CH:18]=[CH:19][CH:20]=1)[C:73]([CH3:75])([CH3:74])[CH3:76])[C:53]1[CH:54]=[CH:55][CH:56]=[CH:57][CH:58]=1.[CH2:52]([N:59]1[CH:63]=[C:62]([C:64]2[CH:69]=[C:68]([F:70])[CH:67]=[CH:66][C:65]=2[F:71])[N:61]=[C:60]1[C@H:72]([NH:77][CH2:22][C@@H:9]([O:8][Si:1]([C:4]([CH3:5])([CH3:6])[CH3:7])([CH3:2])[CH3:3])[CH2:10][NH:11][C:12](=[O:21])[O:13][CH2:14][C:15]1[CH:16]=[CH:17][CH:18]=[CH:19][CH:20]=1)[C:73]([CH3:75])([CH3:74])[CH3:76])[C:53]1[CH:54]=[CH:55][CH:56]=[CH:57][CH:58]=1.